This data is from Catalyst prediction with 721,799 reactions and 888 catalyst types from USPTO. The task is: Predict which catalyst facilitates the given reaction. (1) Reactant: [H-].[Na+].[CH2:3]([OH:10])[C:4]1[CH:9]=[CH:8][CH:7]=[CH:6][CH:5]=1.Cl[C:12]1[CH:13]=[CH:14][C:15]([N+:27]([O-:29])=[O:28])=[C:16]([N:18]([CH3:26])[C:19](=[O:25])[O:20][C:21]([CH3:24])([CH3:23])[CH3:22])[CH:17]=1. Product: [CH2:3]([O:10][C:12]1[CH:13]=[CH:14][C:15]([N+:27]([O-:29])=[O:28])=[C:16]([N:18]([CH3:26])[C:19](=[O:25])[O:20][C:21]([CH3:22])([CH3:23])[CH3:24])[CH:17]=1)[C:4]1[CH:9]=[CH:8][CH:7]=[CH:6][CH:5]=1. The catalyst class is: 9. (2) Reactant: [O:1]1[CH2:6][CH2:5][CH2:4][CH2:3][CH:2]1[N:7]1[CH:15]=[N:14][C:13]2[C:8]1=[N:9][CH:10]=[N:11][C:12]=2[C:16]1[CH:22]=[CH:21][CH:20]=[CH:19][C:17]=1[NH2:18].Br[C:24]1[CH:25]=[C:26]([NH:31][S:32]([CH2:35][CH2:36][CH3:37])(=[O:34])=[O:33])[CH:27]=[CH:28][C:29]=1[CH3:30].N#N.CC(C1C=C(C(C)C)C(C2C=CC=CC=2P(C2CCCCC2)C2CCCCC2)=C(C(C)C)C=1)C.C(=O)([O-])[O-].[Cs+].[Cs+]. Product: [CH3:30][C:29]1[CH:24]=[CH:25][C:26]([NH:31][S:32]([CH2:35][CH2:36][CH3:37])(=[O:34])=[O:33])=[CH:27][C:28]=1[NH:18][C:17]1[CH:19]=[CH:20][CH:21]=[CH:22][C:16]=1[C:12]1[N:11]=[CH:10][N:9]=[C:8]2[C:13]=1[N:14]=[CH:15][N:7]2[CH:2]1[CH2:3][CH2:4][CH2:5][CH2:6][O:1]1. The catalyst class is: 882. (3) Reactant: C(N(CC)CC)C.[Cl:8][C:9]1[C:14](I)=[CH:13][N:12]=[CH:11][N:10]=1.[C:16]([C:20]1[O:24][N:23]=[C:22]([NH:25][C:26]([NH:28][C:29]2[CH:34]=[CH:33][CH:32]=[C:31]([C:35]#[CH:36])[CH:30]=2)=[O:27])[CH:21]=1)([CH3:19])([CH3:18])[CH3:17]. Product: [C:16]([C:20]1[O:24][N:23]=[C:22]([NH:25][C:26]([NH:28][C:29]2[CH:34]=[CH:33][CH:32]=[C:31]([C:35]#[C:36][C:14]3[C:9]([Cl:8])=[N:10][CH:11]=[N:12][CH:13]=3)[CH:30]=2)=[O:27])[CH:21]=1)([CH3:19])([CH3:18])[CH3:17]. The catalyst class is: 538. (4) Reactant: [CH2:1]([N:4]([CH2:10][CH:11]=O)[C:5](=[O:9])[O:6][CH2:7][CH3:8])[CH:2]=[CH2:3].[CH2:13]([NH:20][CH2:21]C(O)=O)[C:14]1[CH:19]=[CH:18][CH:17]=[CH:16][CH:15]=1. Product: [CH2:13]([N:20]1[CH2:21][CH2:3][CH:2]2[CH:11]1[CH2:10][N:4]([C:5]([O:6][CH2:7][CH3:8])=[O:9])[CH2:1]2)[C:14]1[CH:19]=[CH:18][CH:17]=[CH:16][CH:15]=1. The catalyst class is: 11. (5) Reactant: [H-].[Na+].[N:3]1[CH:8]=[CH:7][CH:6]=[CH:5][C:4]=1[O:9][CH2:10][CH2:11][OH:12].[H][H].[N+:15]([C:18]1[CH:23]=[CH:22][C:21](F)=[CH:20][CH:19]=1)([O-:17])=[O:16]. Product: [N+:15]([C:18]1[CH:23]=[CH:22][C:21]([O:12][CH2:11][CH2:10][O:9][C:4]2[CH:5]=[CH:6][CH:7]=[CH:8][N:3]=2)=[CH:20][CH:19]=1)([O-:17])=[O:16]. The catalyst class is: 3. (6) Reactant: [F:1][C:2]1[C:7](B(O)O)=[CH:6][C:5]([O:11][CH2:12][CH2:13][O:14][CH3:15])=[CH:4][N:3]=1.Cl[C:17]1[N:22]=[C:21]([CH3:23])[N:20]=[C:19]([NH2:24])[N:18]=1.C([O-])(=O)C.[K+]. Product: [F:1][C:2]1[C:7]([C:17]2[N:22]=[C:21]([CH3:23])[N:20]=[C:19]([NH2:24])[N:18]=2)=[CH:6][C:5]([O:11][CH2:12][CH2:13][O:14][CH3:15])=[CH:4][N:3]=1. The catalyst class is: 88. (7) Reactant: [Cl:1][C:2]1[N:7]=[C:6](Cl)[CH:5]=[C:4]([C:9]2[CH:14]=[CH:13][C:12]([F:15])=[C:11]([Cl:16])[CH:10]=2)[N:3]=1.[NH:17]1[CH:21]=[CH:20][N:19]=[C:18]1[N:22]1[CH2:27][CH2:26][NH:25][CH2:24][CH2:23]1.[C:28]([O-])([O-])=O.[K+].[K+]. Product: [Cl:1][C:2]1[N:3]=[C:4]([C:9]2[CH:14]=[CH:13][C:12]([F:15])=[C:11]([Cl:16])[CH:10]=2)[CH:5]=[C:6]([N:25]2[CH2:24][CH2:23][N:22]([C:18]3[N:17]([CH3:28])[CH:21]=[CH:20][N:19]=3)[CH2:27][CH2:26]2)[N:7]=1. The catalyst class is: 44. (8) The catalyst class is: 11. Product: [O:17]1[CH2:16][CH:15]=[C:14]([C:12]2[CH:11]=[CH:10][C:9]([NH:21][C:22]([C:24]3[NH:25][C:26]([C:29]#[N:30])=[CH:27][N:28]=3)=[O:23])=[C:8]([C:5]3[CH2:6][CH2:7][C:2]([CH3:31])([CH3:1])[CH2:3][CH:4]=3)[CH:13]=2)[CH2:19][CH2:18]1. Reactant: [CH3:1][C:2]1([CH3:31])[CH2:7][CH2:6][C:5]([C:8]2[CH:13]=[C:12]([C:14]3(O)[CH2:19][CH2:18][O:17][CH2:16][CH2:15]3)[CH:11]=[CH:10][C:9]=2[NH:21][C:22]([C:24]2[NH:25][C:26]([C:29]#[N:30])=[CH:27][N:28]=2)=[O:23])=[CH:4][CH2:3]1.C1(C)C=CC(S(O)(=O)=O)=CC=1.